Predict the reactants needed to synthesize the given product. From a dataset of Full USPTO retrosynthesis dataset with 1.9M reactions from patents (1976-2016). (1) Given the product [CH3:39][NH:40][CH2:41][C@@H:42]([C@H:44]([C@@H:46]([C@@H:48]([CH2:50][OH:51])[OH:49])[OH:47])[OH:45])[OH:43].[CH2:1]([C:5]1[CH:6]=[CH:7][C:8]([C:11]#[C:12][C:13]2[CH:38]=[CH:37][C:16]([C:17]([N:19]([CH2:26][C:27]3[CH:28]=[CH:29][C:30]([OH:36])=[C:31]([CH:35]=3)[C:32]([OH:34])=[O:33])[CH2:20][CH2:21][CH2:22][CH2:23][CH2:24][CH3:25])=[O:18])=[CH:15][CH:14]=2)=[CH:9][CH:10]=1)[CH2:2][CH2:3][CH3:4], predict the reactants needed to synthesize it. The reactants are: [CH2:1]([C:5]1[CH:10]=[CH:9][C:8]([C:11]#[C:12][C:13]2[CH:38]=[CH:37][C:16]([C:17]([N:19]([CH2:26][C:27]3[CH:28]=[CH:29][C:30]([OH:36])=[C:31]([CH:35]=3)[C:32]([OH:34])=[O:33])[CH2:20][CH2:21][CH2:22][CH2:23][CH2:24][CH3:25])=[O:18])=[CH:15][CH:14]=2)=[CH:7][CH:6]=1)[CH2:2][CH2:3][CH3:4].[CH3:39][NH:40][CH2:41][C@@H:42]([C@H:44]([C@@H:46]([C@@H:48]([CH2:50][OH:51])[OH:49])[OH:47])[OH:45])[OH:43]. (2) Given the product [Cl-:28].[O:17]=[C:15]1[CH2:14][C@@H:11]2[CH2:10][N+:9]([C@H:7]([C:1]3[CH:2]=[CH:3][CH:4]=[CH:5][CH:6]=3)[CH3:8])([CH2:13][CH2:12]2)[CH2:19]1, predict the reactants needed to synthesize it. The reactants are: [C:1]1([C@@H:7]([N:9]2[CH2:13][CH2:12][C@H:11]([CH2:14][C:15]([O:17]C)=O)[CH2:10]2)[CH3:8])[CH:6]=[CH:5][CH:4]=[CH:3][CH:2]=1.[CH:19]([N-]C(C)C)(C)C.[Li+].[NH4+].[Cl-:28]. (3) The reactants are: [NH2:1][C:2]1[C:11]2[S:10](=[O:13])(=[O:12])[N:9]=[C:8]([C:14]3[C:15](=[O:30])[N:16]([NH:25][CH2:26][CH:27]([CH3:29])[CH3:28])[C:17]4[C:22]([C:23]=3[OH:24])=[CH:21][CH:20]=[CH:19][CH:18]=4)[NH:7][C:6]=2[CH:5]=[CH:4][C:3]=1[OH:31].[OH2:32].[C:33]1([CH3:43])C=CC(S(O)(=O)=O)=C[CH:34]=1.CN(C)[CH:46]=[O:47]. Given the product [OH:24][C:23]1[C:22]2[C:17](=[CH:18][CH:19]=[CH:20][CH:21]=2)[N:16]([NH:25][CH2:26][CH:27]([CH3:29])[CH3:28])[C:15](=[O:30])[C:14]=1[C:8]1[NH:7][C:6]2[CH:5]=[CH:4][C:3]3[O:31][C:43]([CH2:33][C:34]([O:47][CH3:46])=[O:32])=[N:1][C:2]=3[C:11]=2[S:10](=[O:12])(=[O:13])[N:9]=1, predict the reactants needed to synthesize it.